Dataset: Reaction yield outcomes from USPTO patents with 853,638 reactions. Task: Predict the reaction yield, written as a fraction of the theoretical maximum amount of product (1.0 means a 100% yield; for example, 0.34 means a 34% yield). The reactants are [F:1][C:2]1[CH:15]=[C:14]([N+:16]([O-:18])=[O:17])[CH:13]=[CH:12][C:3]=1[O:4][C:5]1[N:10]=[CH:9][N:8]=[C:7]([NH2:11])[CH:6]=1.[O:19](C(OC(C)(C)C)=O)[C:20]([O:22][C:23]([CH3:26])([CH3:25])[CH3:24])=O. The catalyst is CN(C1C=CN=CC=1)C.C1COCC1. The product is [F:1][C:2]1[CH:15]=[C:14]([N+:16]([O-:18])=[O:17])[CH:13]=[CH:12][C:3]=1[O:4][C:5]1[N:10]=[CH:9][N:8]=[C:7]([NH:11][C:20](=[O:19])[O:22][C:23]([CH3:26])([CH3:25])[CH3:24])[CH:6]=1. The yield is 0.260.